This data is from Peptide-MHC class II binding affinity with 134,281 pairs from IEDB. The task is: Regression. Given a peptide amino acid sequence and an MHC pseudo amino acid sequence, predict their binding affinity value. This is MHC class II binding data. (1) The peptide sequence is QTALTERRTVARDQT. The MHC is H-2-IAd with pseudo-sequence H-2-IAd. The binding affinity (normalized) is 0.445. (2) The peptide sequence is QKILIKIPVTKNIIT. The MHC is DRB1_0101 with pseudo-sequence DRB1_0101. The binding affinity (normalized) is 0.362. (3) The peptide sequence is KTMVKKWRDVPYLTK. The MHC is DRB1_0301 with pseudo-sequence DRB1_0301. The binding affinity (normalized) is 0.404. (4) The peptide sequence is MKEGRYEVRAELPGV. The MHC is DRB1_0101 with pseudo-sequence DRB1_0101. The binding affinity (normalized) is 0.282. (5) The peptide sequence is LQIIDKIDAAFKVAA. The MHC is HLA-DQA10101-DQB10501 with pseudo-sequence HLA-DQA10101-DQB10501. The binding affinity (normalized) is 0.237. (6) The peptide sequence is VPDTKVNFYAWKRME. The MHC is DRB4_0101 with pseudo-sequence DRB4_0103. The binding affinity (normalized) is 0.0694. (7) The peptide sequence is DVLSQPMLPHTWDGS. The MHC is DRB4_0101 with pseudo-sequence DRB4_0103. The binding affinity (normalized) is 0.176. (8) The peptide sequence is CVDAKMTEEDKENALSL. The MHC is HLA-DQA10102-DQB10602 with pseudo-sequence HLA-DQA10102-DQB10602. The binding affinity (normalized) is 0.234.